Dataset: Reaction yield outcomes from USPTO patents with 853,638 reactions. Task: Predict the reaction yield, written as a fraction of the theoretical maximum amount of product (1.0 means a 100% yield; for example, 0.34 means a 34% yield). (1) The reactants are [CH:1]1([N:6]2[C:10]3[N:11]=[C:12]([NH:15][C:16]4[CH:25]=[CH:24][C:19]([C:20]([O:22]C)=[O:21])=[CH:18][N:17]=4)[N:13]=[CH:14][C:9]=3[CH:8]=[C:7]2[C:26](=[O:30])[N:27]([CH3:29])[CH3:28])[CH2:5][CH2:4][CH2:3][CH2:2]1.[Li+].[OH-]. The catalyst is C1COCC1. The product is [CH:1]1([N:6]2[C:10]3[N:11]=[C:12]([NH:15][C:16]4[CH:25]=[CH:24][C:19]([C:20]([OH:22])=[O:21])=[CH:18][N:17]=4)[N:13]=[CH:14][C:9]=3[CH:8]=[C:7]2[C:26](=[O:30])[N:27]([CH3:28])[CH3:29])[CH2:2][CH2:3][CH2:4][CH2:5]1. The yield is 0.730. (2) The reactants are ClC(N(C)C)=C(C)C.[N:9]1([C:13]([C:15]2[N:20]=[CH:19][C:18]([O:21][C:22]3[CH:23]=[C:24]([CH:28]=[C:29]([O:31][CH2:32][C:33]4[CH:38]=[CH:37][CH:36]=[CH:35][CH:34]=4)[CH:30]=3)[C:25]([OH:27])=O)=[CH:17][CH:16]=2)=[O:14])[CH2:12][CH2:11][CH2:10]1.[CH3:39][C:40]1[N:41]=[CH:42][C:43]([NH2:46])=[N:44][CH:45]=1.N1C=CC=CC=1. The catalyst is C(Cl)Cl. The product is [N:9]1([C:13]([C:15]2[N:20]=[CH:19][C:18]([O:21][C:22]3[CH:23]=[C:24]([CH:28]=[C:29]([O:31][CH2:32][C:33]4[CH:34]=[CH:35][CH:36]=[CH:37][CH:38]=4)[CH:30]=3)[C:25]([NH:46][C:43]3[CH:42]=[N:41][C:40]([CH3:39])=[CH:45][N:44]=3)=[O:27])=[CH:17][CH:16]=2)=[O:14])[CH2:12][CH2:11][CH2:10]1. The yield is 0.530. (3) The reactants are [O:1]=[CH:2][CH2:3][CH2:4][C:5]([O:7][CH3:8])=[O:6].O1CCOCC1.[Br:15]Br.C(=O)(O)[O-].[Na+]. The catalyst is C(OCC)C.ClCCl. The product is [Br:15][CH:3]([CH:2]=[O:1])[CH2:4][C:5]([O:7][CH3:8])=[O:6]. The yield is 1.00. (4) The reactants are [CH:1]([C:4]1[C:5]([O:34][CH2:35][O:36][CH3:37])=[CH:6][C:7]([O:30][CH2:31][O:32][CH3:33])=[C:8]([C:10]2[N:11]([C:16]3[CH:21]=[CH:20][C:19]([CH2:22][N:23]4[CH2:28][CH2:27][N:26]([CH3:29])[CH2:25][CH2:24]4)=[CH:18][CH:17]=3)[C:12](=[S:15])[NH:13][N:14]=2)[CH:9]=1)([CH3:3])[CH3:2].[C:38](=O)([O-])[O-].[K+].[K+].C(O)C.CI. The catalyst is C(OCC)C. The product is [CH:1]([C:4]1[C:5]([O:34][CH2:35][O:36][CH3:37])=[CH:6][C:7]([O:30][CH2:31][O:32][CH3:33])=[C:8]([C:10]2[N:11]([C:16]3[CH:17]=[CH:18][C:19]([CH2:22][N:23]4[CH2:28][CH2:27][N:26]([CH3:29])[CH2:25][CH2:24]4)=[CH:20][CH:21]=3)[C:12]([S:15][CH3:38])=[N:13][N:14]=2)[CH:9]=1)([CH3:3])[CH3:2]. The yield is 0.630. (5) The reactants are [F:1][C:2]([F:31])([F:30])[C:3]1[CH:8]=[CH:7][C:6]([C:9]2[S:13][CH:12]=[C:11]([C:14](=[N:16][NH:17][C:18]([C:20]3[S:24][C:23]([C:25]([O:27]C)=[O:26])=[CH:22][CH:21]=3)=[O:19])[CH3:15])[C:10]=2[OH:29])=[CH:5][CH:4]=1.[OH-].[Na+].Cl. The catalyst is C(O)(C)(C)C. The product is [F:31][C:2]([F:1])([F:30])[C:3]1[CH:8]=[CH:7][C:6]([C:9]2[S:13][CH:12]=[C:11]([C:14](=[N:16][NH:17][C:18]([C:20]3[S:24][C:23]([C:25]([OH:27])=[O:26])=[CH:22][CH:21]=3)=[O:19])[CH3:15])[C:10]=2[OH:29])=[CH:5][CH:4]=1. The yield is 0.270. (6) The yield is 0.940. The reactants are [Br:1][C:2]1[C:10]2[N:9]([CH2:11][C:12]([NH:14][C:15]3[S:16][CH:17]=[C:18]([CH3:20])[N:19]=3)=[O:13])[C:8]3[CH2:21][CH2:22][N:23](C(OC(C)(C)C)=O)[CH2:24][CH2:25][C:7]=3[C:6]=2[CH:5]=[CH:4][CH:3]=1.[ClH:33]. The product is [ClH:33].[Br:1][C:2]1[C:10]2[N:9]([CH2:11][C:12]([NH:14][C:15]3[S:16][CH:17]=[C:18]([CH3:20])[N:19]=3)=[O:13])[C:8]3[CH2:21][CH2:22][NH:23][CH2:24][CH2:25][C:7]=3[C:6]=2[CH:5]=[CH:4][CH:3]=1. The catalyst is CCOC(C)=O.O1CCOCC1. (7) The reactants are [N:1]1[CH:6]=[CH:5][CH:4]=[CH:3][C:2]=1[S:7][S:8][CH2:9][CH2:10][CH2:11][C:12]([OH:14])=[O:13].[S:15](Cl)(=[O:18])(=[O:17])[OH:16].C(N(C(C)C)C(C)C)C.C([O-])([O-])=O.[Na+].[Na+].OP(O)(O)=O. No catalyst specified. The product is [N:1]1[CH:6]=[CH:5][CH:4]=[CH:3][C:2]=1[S:7][S:8][CH2:9][CH2:10][CH:11]([S:15]([OH:18])(=[O:17])=[O:16])[C:12]([OH:14])=[O:13]. The yield is 0.441. (8) The reactants are [CH3:1][N:2]1[CH:6]=[CH:5][N:4]=[CH:3]1.C([Li])CCC.Cl[Si](CC)(CC)CC.CS([N:24]1[C:32]2[C:27](=[CH:28][C:29]([C:33](=[O:41])[C:34]3[CH:39]=[CH:38][C:37]([Cl:40])=[CH:36][CH:35]=3)=[CH:30][CH:31]=2)[C:26]([C:42]2[CH:47]=[CH:46][CH:45]=[C:44]([Cl:48])[CH:43]=2)=[CH:25]1)(=O)=O. The catalyst is C1COCC1.CCCCCC.O.CO. The product is [Cl:48][C:44]1[CH:43]=[C:42]([C:26]2[C:27]3[C:32](=[CH:31][CH:30]=[C:29]([C:33]([C:34]4[CH:39]=[CH:38][C:37]([Cl:40])=[CH:36][CH:35]=4)([OH:41])[C:6]4[N:2]([CH3:1])[CH:3]=[N:4][CH:5]=4)[CH:28]=3)[NH:24][CH:25]=2)[CH:47]=[CH:46][CH:45]=1. The yield is 0.630. (9) The reactants are [C:1]([C:4]1[CH:12]=[CH:11][C:7]([C:8]([OH:10])=O)=[CH:6][CH:5]=1)(=[O:3])[CH3:2].[CH3:13][C:14]([CH3:19])([CH3:18])[CH2:15][CH2:16][NH2:17].[CH2:20](N(CC)CC)[CH3:21].Cl.CN(C)CCCN=C=NCC. The catalyst is ClCCl.CN(C)C1C=CN=CC=1.C(OCC)(=O)C. The product is [C:1]([C:4]1[CH:5]=[CH:6][C:7]([C:8]([NH:17][CH2:16][CH:15]2[CH2:21][CH2:20][CH2:13][C:14]2([CH3:19])[CH3:18])=[O:10])=[CH:11][CH:12]=1)(=[O:3])[CH3:2]. The yield is 0.650. (10) The reactants are C[Si](Br)(C)C.C([O:8][P:9]([CH2:14][CH2:15][NH:16][C:17]([NH:19][CH2:20][CH2:21][O:22][C:23](=[O:27])[C:24]([CH3:26])=[CH2:25])=[O:18])(=[O:13])[O:10]CC)C. The catalyst is C(Cl)Cl. The product is [C:23]([O:22][CH2:21][CH2:20][NH:19][C:17]([NH:16][CH2:15][CH2:14][P:9](=[O:8])([OH:13])[OH:10])=[O:18])(=[O:27])[C:24]([CH3:26])=[CH2:25]. The yield is 1.00.